Dataset: Forward reaction prediction with 1.9M reactions from USPTO patents (1976-2016). Task: Predict the product of the given reaction. (1) Given the reactants [Cl:1][C:2]1[CH:3]=[C:4]([CH:8]=[CH:9][CH:10]=1)[C:5](O)=[O:6].S(Cl)([Cl:13])=O, predict the reaction product. The product is: [Cl:1][C:2]1[CH:3]=[C:4]([CH:8]=[CH:9][CH:10]=1)[C:5]([Cl:13])=[O:6]. (2) Given the reactants C(O[Na])(C)(C)C.[CH3:7][O:8][C:9]1[CH:14]=[CH:13][C:12](Cl)=[CH:11][CH:10]=1.[C:16]([C:20]1[CH:25]=[CH:24][CH:23]=[CH:22][CH:21]=1)(=[O:19])[CH2:17][CH3:18], predict the reaction product. The product is: [CH3:7][O:8][C:9]1[CH:14]=[CH:13][C:12]([CH:17]([CH3:18])[C:16]([C:20]2[CH:25]=[CH:24][CH:23]=[CH:22][CH:21]=2)=[O:19])=[CH:11][CH:10]=1.